From a dataset of NCI-60 drug combinations with 297,098 pairs across 59 cell lines. Regression. Given two drug SMILES strings and cell line genomic features, predict the synergy score measuring deviation from expected non-interaction effect. (1) Drug 1: C1=C(C(=O)NC(=O)N1)F. Drug 2: CC1=C(C=C(C=C1)C(=O)NC2=CC(=CC(=C2)C(F)(F)F)N3C=C(N=C3)C)NC4=NC=CC(=N4)C5=CN=CC=C5. Cell line: SK-MEL-5. Synergy scores: CSS=37.4, Synergy_ZIP=-5.54, Synergy_Bliss=-11.1, Synergy_Loewe=-12.0, Synergy_HSA=-11.6. (2) Drug 1: CC(C1=C(C=CC(=C1Cl)F)Cl)OC2=C(N=CC(=C2)C3=CN(N=C3)C4CCNCC4)N. Drug 2: CCC1(CC2CC(C3=C(CCN(C2)C1)C4=CC=CC=C4N3)(C5=C(C=C6C(=C5)C78CCN9C7C(C=CC9)(C(C(C8N6C)(C(=O)OC)O)OC(=O)C)CC)OC)C(=O)OC)O.OS(=O)(=O)O. Cell line: SK-MEL-28. Synergy scores: CSS=37.3, Synergy_ZIP=8.00, Synergy_Bliss=13.3, Synergy_Loewe=2.39, Synergy_HSA=9.24. (3) Drug 1: CCC(=C(C1=CC=CC=C1)C2=CC=C(C=C2)OCCN(C)C)C3=CC=CC=C3.C(C(=O)O)C(CC(=O)O)(C(=O)O)O. Drug 2: CC1=C(N=C(N=C1N)C(CC(=O)N)NCC(C(=O)N)N)C(=O)NC(C(C2=CN=CN2)OC3C(C(C(C(O3)CO)O)O)OC4C(C(C(C(O4)CO)O)OC(=O)N)O)C(=O)NC(C)C(C(C)C(=O)NC(C(C)O)C(=O)NCCC5=NC(=CS5)C6=NC(=CS6)C(=O)NCCC[S+](C)C)O. Cell line: LOX IMVI. Synergy scores: CSS=34.3, Synergy_ZIP=2.38, Synergy_Bliss=2.49, Synergy_Loewe=-19.0, Synergy_HSA=1.90. (4) Drug 1: CN(C)C1=NC(=NC(=N1)N(C)C)N(C)C. Drug 2: CN1C(=O)N2C=NC(=C2N=N1)C(=O)N. Cell line: OVCAR-8. Synergy scores: CSS=-6.09, Synergy_ZIP=3.00, Synergy_Bliss=0.245, Synergy_Loewe=-5.92, Synergy_HSA=-5.41. (5) Drug 1: CC1=C(C=C(C=C1)NC2=NC=CC(=N2)N(C)C3=CC4=NN(C(=C4C=C3)C)C)S(=O)(=O)N.Cl. Drug 2: C1=CC(=C2C(=C1NCCNCCO)C(=O)C3=C(C=CC(=C3C2=O)O)O)NCCNCCO. Cell line: A498. Synergy scores: CSS=37.6, Synergy_ZIP=8.93, Synergy_Bliss=8.86, Synergy_Loewe=-19.2, Synergy_HSA=6.47. (6) Drug 1: CC1=C2C(C(=O)C3(C(CC4C(C3C(C(C2(C)C)(CC1OC(=O)C(C(C5=CC=CC=C5)NC(=O)OC(C)(C)C)O)O)OC(=O)C6=CC=CC=C6)(CO4)OC(=O)C)O)C)O. Drug 2: COC1=C2C(=CC3=C1OC=C3)C=CC(=O)O2. Cell line: NCIH23. Synergy scores: CSS=-2.72, Synergy_ZIP=-3.37, Synergy_Bliss=-18.0, Synergy_Loewe=-30.3, Synergy_HSA=-17.8. (7) Drug 1: CCCCC(=O)OCC(=O)C1(CC(C2=C(C1)C(=C3C(=C2O)C(=O)C4=C(C3=O)C=CC=C4OC)O)OC5CC(C(C(O5)C)O)NC(=O)C(F)(F)F)O. Drug 2: C1CN(CCN1C(=O)CCBr)C(=O)CCBr. Cell line: SW-620. Synergy scores: CSS=29.5, Synergy_ZIP=-6.69, Synergy_Bliss=-9.64, Synergy_Loewe=-20.2, Synergy_HSA=-7.39.